Dataset: CYP2D6 inhibition data for predicting drug metabolism from PubChem BioAssay. Task: Regression/Classification. Given a drug SMILES string, predict its absorption, distribution, metabolism, or excretion properties. Task type varies by dataset: regression for continuous measurements (e.g., permeability, clearance, half-life) or binary classification for categorical outcomes (e.g., BBB penetration, CYP inhibition). Dataset: cyp2d6_veith. The compound is COCC(=O)N1CCC2(CCCN(Cc3ccccc3)C2)CC1. The result is 0 (non-inhibitor).